This data is from Reaction yield outcomes from USPTO patents with 853,638 reactions. The task is: Predict the reaction yield, written as a fraction of the theoretical maximum amount of product (1.0 means a 100% yield; for example, 0.34 means a 34% yield). (1) The reactants are [Cl:1][O-].[Na+].[OH:4][C:5]1[N:13]=[CH:12][CH:11]=[CH:10][C:6]=1[C:7]([OH:9])=[O:8].S([O-])([O-])=O.[Na+].[Na+].Cl. The catalyst is [OH-].[Na+].O. The product is [Cl:1][C:11]1[CH:12]=[N:13][C:5]([OH:4])=[C:6]([CH:10]=1)[C:7]([OH:9])=[O:8]. The yield is 0.780. (2) The reactants are [C:1]1([C:7]2[NH:11][N:10]=[CH:9][CH:8]=2)[CH:6]=[CH:5][CH:4]=[CH:3][CH:2]=1.C([O-])([O-])=O.[K+].[K+].[CH3:18][O:19][C:20](=[O:23])[CH2:21]Br. The catalyst is CN(C=O)C.Cl. The product is [CH3:18][O:19][C:20](=[O:23])[CH2:21][N:11]1[C:7]([C:1]2[CH:2]=[CH:3][CH:4]=[CH:5][CH:6]=2)=[CH:8][CH:9]=[N:10]1. The yield is 0.560. (3) The reactants are [CH3:1][S:2](Cl)(=[O:4])=[O:3].[CH:6]([C@H:19]1[CH2:24][C@H:23]([OH:25])[CH2:22][CH2:21][O:20]1)([C:13]1[CH:18]=[CH:17][CH:16]=[CH:15][CH:14]=1)[C:7]1[CH:12]=[CH:11][CH:10]=[CH:9][CH:8]=1.C(N(CC)CC)C. The catalyst is C(Cl)Cl. The product is [CH:6]([C@H:19]1[CH2:24][C@H:23]([O:25][S:2]([CH3:1])(=[O:4])=[O:3])[CH2:22][CH2:21][O:20]1)([C:13]1[CH:18]=[CH:17][CH:16]=[CH:15][CH:14]=1)[C:7]1[CH:8]=[CH:9][CH:10]=[CH:11][CH:12]=1. The yield is 0.999. (4) The reactants are Cl.[OH:2][C:3](C)([CH3:34])[CH2:4][N:5]1[CH:9]=[CH:8][C:7]([NH:10][C:11](=[O:33])[C@@H:12]([N:17]2[CH2:21][C:20]([O:22][C:23]3[CH:28]=[CH:27][CH:26]=[CH:25][C:24]=3[O:29][CH2:30][CH3:31])=[CH:19][C:18]2=[O:32])[CH2:13][CH:14]([CH3:16])[CH3:15])=[N:6]1.[CH3:36][C:37]1([CH3:49])[O:38][C@H:37]([CH2:49]N2C=CC(N)=N2)[CH2:36][O:38]1.F[P-](F)(F)(F)(F)F.N1(O[P+](N(C)C)(N(C)C)N(C)C)C2C=CC=CC=2N=N1.C(N(CC)C(C)C)(C)C. The catalyst is CN(C)C=O.C(OCC)(=O)C. The product is [CH3:36][C:37]1([CH3:49])[O:2][C@H:3]([CH2:4][N:5]2[CH:9]=[CH:8][C:7]([NH:10][C:11](=[O:33])[C@@H:12]([N:17]3[CH2:21][C:20]([O:22][C:23]4[CH:28]=[CH:27][CH:26]=[CH:25][C:24]=4[O:29][CH2:30][CH3:31])=[CH:19][C:18]3=[O:32])[CH2:13][CH:14]([CH3:16])[CH3:15])=[N:6]2)[CH2:34][O:38]1. The yield is 0.450. (5) The reactants are N[C:2]1[C:7]([O:8][C:9]2[CH:14]=[C:13]([F:15])[C:12]([CH2:16][CH3:17])=[CH:11][C:10]=2[OH:18])=[CH:6][CH:5]=[CH:4][N:3]=1.[F:19][B-](F)(F)F.[H+].N([O-])=O.[Na+]. The catalyst is C(O)(=O)C. The product is [CH2:16]([C:12]1[C:13]([F:15])=[CH:14][C:9]([O:8][C:7]2[C:2]([F:19])=[N:3][CH:4]=[CH:5][CH:6]=2)=[C:10]([OH:18])[CH:11]=1)[CH3:17]. The yield is 0.176. (6) The yield is 0.870. The reactants are [O:1]1[CH2:5][CH2:4][O:3][CH:2]1[CH2:6][CH2:7][CH2:8][C:9]1[CH:14]=[CH:13][C:12]([O:15][CH2:16][CH2:17][O:18][CH3:19])=[CH:11][C:10]=1[OH:20].[H-].[Na+].Cl[C:24]1[C:29]([Cl:30])=[CH:28][C:27]([C:31]([F:34])([F:33])[F:32])=[CH:26][N:25]=1.[Cl-].[NH4+]. The catalyst is CN(C)C=O. The product is [Cl:30][C:29]1[C:24]([O:20][C:10]2[CH:11]=[C:12]([O:15][CH2:16][CH2:17][O:18][CH3:19])[CH:13]=[CH:14][C:9]=2[CH2:8][CH2:7][CH2:6][CH:2]2[O:3][CH2:4][CH2:5][O:1]2)=[N:25][CH:26]=[C:27]([C:31]([F:33])([F:32])[F:34])[CH:28]=1. (7) The reactants are [BH4-].[Na+].[C:3]([C:7]1[CH:12]=[CH:11][C:10]([N+:13]([O-])=O)=[CH:9][C:8]=1[F:16])([CH3:6])([CH3:5])[CH3:4].O. The catalyst is CO. The product is [C:3]([C:7]1[CH:12]=[CH:11][C:10]([NH2:13])=[CH:9][C:8]=1[F:16])([CH3:6])([CH3:4])[CH3:5]. The yield is 0.740. (8) The reactants are [Br:1][C:2]1[C:3](=[O:17])[NH:4][C:5](=[O:16])[N:6]([CH2:8][CH2:9][C:10]2[CH:15]=[CH:14][CH:13]=[CH:12][CH:11]=2)[N:7]=1.ICCC1C=CC=C[C:22]=1[O:27]C.C(I)CC1C=CC=CC=1. No catalyst specified. The product is [Br:1][C:2]1[C:3](=[O:17])[NH:4][C:5](=[O:16])[N:6]([CH2:8][CH2:9][C:10]2[CH:15]=[CH:14][CH:13]=[CH:12][C:11]=2[O:27][CH3:22])[N:7]=1. The yield is 0.570.